This data is from Forward reaction prediction with 1.9M reactions from USPTO patents (1976-2016). The task is: Predict the product of the given reaction. Given the reactants [C:1]1([CH2:7][CH2:8][CH2:9][CH2:10]NC=O)[CH:6]=[CH:5][CH:4]=[CH:3][CH:2]=1.C(N(CC)CC)C.ClC(Cl)(OC(=O)OC(Cl)(Cl)Cl)Cl.[Se].[CH2:34]([N:41]=[C:42]=[Se:43])[C:35]1C=CC=CC=1, predict the reaction product. The product is: [C:1]1([CH2:7][CH2:8][CH2:9][CH2:10][CH2:35][CH2:34][N:41]=[C:42]=[Se:43])[CH:2]=[CH:3][CH:4]=[CH:5][CH:6]=1.